This data is from Full USPTO retrosynthesis dataset with 1.9M reactions from patents (1976-2016). The task is: Predict the reactants needed to synthesize the given product. Given the product [CH3:21][O:20][N:19]([CH3:18])[C:7]([C:6]1[N:2]([CH3:1])[CH:3]=[N:4][CH:5]=1)=[O:9], predict the reactants needed to synthesize it. The reactants are: [CH3:1][N:2]1[C:6]([C:7]([OH:9])=O)=[CH:5][N:4]=[CH:3]1.C(N(CC)CC)C.Cl.[CH3:18][NH:19][O:20][CH3:21].C(P1(=O)OP(CCC)(=O)OP(CCC)(=O)O1)CC.